This data is from Reaction yield outcomes from USPTO patents with 853,638 reactions. The task is: Predict the reaction yield, written as a fraction of the theoretical maximum amount of product (1.0 means a 100% yield; for example, 0.34 means a 34% yield). (1) The yield is 0.128. The product is [Cl:18][C:5]1[C:6]([NH:8][C:9]2[CH:16]=[CH:15][C:14]([F:17])=[CH:13][C:10]=2[C:11]#[N:12])=[CH:7][C:2]([NH:25][C:23]2[N:22]([CH:26]([CH3:28])[CH3:27])[N:21]=[C:20]([CH3:19])[CH:24]=2)=[N:3][CH:4]=1. The catalyst is O1CCOCC1.C([O-])(=O)C.[Pd+2].C([O-])(=O)C. The reactants are Cl[C:2]1[CH:7]=[C:6]([NH:8][C:9]2[CH:16]=[CH:15][C:14]([F:17])=[CH:13][C:10]=2[C:11]#[N:12])[C:5]([Cl:18])=[CH:4][N:3]=1.[CH3:19][C:20]1[CH:24]=[C:23]([NH2:25])[N:22]([CH:26]([CH3:28])[CH3:27])[N:21]=1.C(=O)([O-])[O-].[Cs+].[Cs+].C1C=CC(P(C2C(OC3C(P(C4C=CC=CC=4)C4C=CC=CC=4)=CC=CC=3)=CC=CC=2)C2C=CC=CC=2)=CC=1. (2) The reactants are [CH2:1]([C@@H:8]1[CH2:12][O:11][C:10](=[O:13])[N:9]1[C:14](=[O:22])[CH2:15][C:16]1[S:17][C:18]([Cl:21])=[CH:19][CH:20]=1)[C:2]1[CH:7]=[CH:6][CH:5]=[CH:4][CH:3]=1.C(N(CC)C(C)C)(C)C.[CH:32]([N:35]([CH2:43]OC)[C:36](=[O:42])[O:37][C:38]([CH3:41])([CH3:40])[CH3:39])([CH3:34])[CH3:33]. The catalyst is C(Cl)Cl.[Ti](Cl)(Cl)(Cl)Cl. The product is [CH2:1]([C@@H:8]1[CH2:12][O:11][C:10](=[O:13])[N:9]1[C:14](=[O:22])[C@@H:15]([C:16]1[S:17][C:18]([Cl:21])=[CH:19][CH:20]=1)[CH2:43][N:35]([CH:32]([CH3:34])[CH3:33])[C:36](=[O:42])[O:37][C:38]([CH3:39])([CH3:41])[CH3:40])[C:2]1[CH:7]=[CH:6][CH:5]=[CH:4][CH:3]=1. The yield is 0.720. (3) The reactants are [CH3:1][O:2][C:3](=[O:11])[C:4]1[CH:9]=[CH:8][C:7]([OH:10])=[CH:6][CH:5]=1.[F:12][C:13]1[CH:18]=[CH:17][C:16]([N:19]2[CH2:23][CH:22]([CH2:24]O)[CH2:21][C:20]2=[O:26])=[CH:15][CH:14]=1.C1C=CC(P(C2C=CC=CC=2)C2C=CC=CC=2)=CC=1.C(N(CC)CC)C.CC(OC(/N=N/C(OC(C)C)=O)=O)C. The catalyst is C1(C)C=CC=CC=1. The product is [CH3:1][O:2][C:3](=[O:11])[C:4]1[CH:9]=[CH:8][C:7]([O:10][CH2:24][CH:22]2[CH2:21][C:20](=[O:26])[N:19]([C:16]3[CH:17]=[CH:18][C:13]([F:12])=[CH:14][CH:15]=3)[CH2:23]2)=[CH:6][CH:5]=1. The yield is 0.730. (4) The reactants are [Cl:1][C:2]1[CH:3]=[C:4]([C:25]2[CH2:26][CH2:27][C:28](=[O:31])[NH:29][N:30]=2)[CH:5]=[CH:6][C:7]=1[O:8][CH2:9][CH2:10][CH2:11][O:12][CH2:13][C:14]1[CH:19]=[CH:18][C:17]([O:20][CH2:21][C@@H:22]2[CH2:24][O:23]2)=[CH:16][CH:15]=1.[CH:32]([NH2:35])([CH3:34])[CH3:33]. The catalyst is C(O)C. The product is [Cl:1][C:2]1[CH:3]=[C:4]([C:25]2[CH2:26][CH2:27][C:28](=[O:31])[NH:29][N:30]=2)[CH:5]=[CH:6][C:7]=1[O:8][CH2:9][CH2:10][CH2:11][O:12][CH2:13][C:14]1[CH:15]=[CH:16][C:17]([O:20][CH2:21][CH:22]([OH:23])[CH2:24][NH:35][CH:32]([CH3:34])[CH3:33])=[CH:18][CH:19]=1. The yield is 0.490.